From a dataset of Full USPTO retrosynthesis dataset with 1.9M reactions from patents (1976-2016). Predict the reactants needed to synthesize the given product. (1) Given the product [O:40]1[CH2:41][CH2:42][N:37]([C:32]2[CH:31]=[C:30]([C:22]3[CH:23]=[CH:24][CH:25]=[C:26]4[C:21]=3[O:20][C:19]3[CH:18]=[CH:17][C:16]([NH:15][CH:12]5[CH2:13][CH2:14][N:9]([CH2:8][CH2:7][C:6]6[CH:5]=[CH:4][C:3]([NH:2][C:45](=[O:47])[CH3:46])=[CH:44][CH:43]=6)[CH2:10][CH2:11]5)=[CH:29][C:28]=3[CH2:27]4)[NH:35][C:34](=[O:36])[CH:33]=2)[CH2:38][CH2:39]1, predict the reactants needed to synthesize it. The reactants are: Cl.[NH2:2][C:3]1[CH:44]=[CH:43][C:6]([CH2:7][CH2:8][N:9]2[CH2:14][CH2:13][CH:12]([NH:15][C:16]3[CH:29]=[C:28]4[C:19]([O:20][C:21]5[C:22]([C:30]6[NH:35][C:34](=[O:36])[CH:33]=[C:32]([N:37]7[CH2:42][CH2:41][O:40][CH2:39][CH2:38]7)[CH:31]=6)=[CH:23][CH:24]=[CH:25][C:26]=5[CH2:27]4)=[CH:18][CH:17]=3)[CH2:11][CH2:10]2)=[CH:5][CH:4]=1.[C:45](OC(=O)C)(=[O:47])[CH3:46].C(=O)([O-])O.[Na+]. (2) Given the product [C:20]([O:24][C:25]([N:4]1[C:5]2[C:10](=[CH:9][C:8]([C:11]([OH:13])=[O:12])=[CH:7][CH:6]=2)[C:2]([I:1])=[CH:3]1)=[O:26])([CH3:23])([CH3:22])[CH3:21], predict the reactants needed to synthesize it. The reactants are: [I:1][C:2]1[C:10]2[C:5](=[CH:6][CH:7]=[C:8]([C:11]([OH:13])=[O:12])[CH:9]=2)[NH:4][CH:3]=1.CC(C)([O-])C.[K+].[C:20]([O:24][C:25](O[C:25]([O:24][C:20]([CH3:23])([CH3:22])[CH3:21])=[O:26])=[O:26])([CH3:23])([CH3:22])[CH3:21]. (3) Given the product [CH3:1][O:2][C:3]1[CH:4]=[C:5]([C:6]2[O:7][CH:22]=[C:20]([CH2:19][C:18]([OH:24])=[O:17])[N:8]=2)[CH:9]=[C:10]([C:12]([F:13])([F:14])[F:15])[CH:11]=1, predict the reactants needed to synthesize it. The reactants are: [CH3:1][O:2][C:3]1[CH:4]=[C:5]([CH:9]=[C:10]([C:12]([F:15])([F:14])[F:13])[CH:11]=1)[C:6]([NH2:8])=[O:7].C[O:17][C:18](=[O:24])[CH2:19][C:20]([CH2:22]Cl)=O.